This data is from Full USPTO retrosynthesis dataset with 1.9M reactions from patents (1976-2016). The task is: Predict the reactants needed to synthesize the given product. (1) Given the product [C:1]([O:5][C:6]([N:8]1[CH2:9][C:10]2[C:15](=[CH:14][C:13]([CH:22]=[CH2:23])=[C:12]([C:18]([F:21])([F:20])[F:19])[CH:11]=2)[CH2:16]1)=[O:7])([CH3:4])([CH3:3])[CH3:2], predict the reactants needed to synthesize it. The reactants are: [C:1]([O:5][C:6]([N:8]1[CH2:16][C:15]2[C:10](=[CH:11][C:12]([C:18]([F:21])([F:20])[F:19])=[C:13](I)[CH:14]=2)[CH2:9]1)=[O:7])([CH3:4])([CH3:3])[CH3:2].[C:22]1([As](C2C=CC=CC=2)C2C=CC=CC=2)C=CC=C[CH:23]=1.C([Sn](CCCC)(CCCC)CCCC)=C. (2) Given the product [Br:16][C:10]1[CH:9]=[C:8]([CH3:17])[C:7]2[N:6]([C:24]([O:23][C:20]([CH3:22])([CH3:21])[CH3:19])=[O:25])[C:5]3[C:14]([S:13][C:12]=2[CH:11]=1)=[CH:15][C:2]([Br:1])=[CH:3][C:4]=3[CH3:18], predict the reactants needed to synthesize it. The reactants are: [Br:1][C:2]1[CH:3]=[C:4]([CH3:18])[C:5]2[NH:6][C:7]3[C:12]([S:13][C:14]=2[CH:15]=1)=[CH:11][C:10]([Br:16])=[CH:9][C:8]=3[CH3:17].[CH3:19][C:20]([O:23][C:24](O[C:24]([O:23][C:20]([CH3:22])([CH3:21])[CH3:19])=[O:25])=[O:25])([CH3:22])[CH3:21]. (3) Given the product [CH3:12][C:6]1([CH3:13])[NH:5][C:4]2[CH:3]=[C:2]([C:19]3[CH:18]=[N:17][NH:16][C:15]=3[CH3:14])[S:10][C:9]=2[C:8](=[O:11])[NH:7]1, predict the reactants needed to synthesize it. The reactants are: Br[C:2]1[S:10][C:9]2[C:8](=[O:11])[NH:7][C:6]([CH3:13])([CH3:12])[NH:5][C:4]=2[CH:3]=1.[CH3:14][C:15]1[C:19](B2OC(C)(C)C(C)(C)O2)=[CH:18][N:17](C(OC(C)(C)C)=O)[N:16]=1.C(=O)([O-])[O-].[Cs+].[Cs+].C(=O)([O-])[O-].[Na+].[Na+].[OH-].[Na+]. (4) Given the product [ClH:39].[ClH:39].[NH2:1][C:2]1[N:3]=[C:4]([NH:17][CH:18]2[CH2:23][CH2:22][N:21]([S:24]([C:27]3[CH:28]=[CH:29][C:30]([CH:33]4[CH2:37][CH2:36][N:35]([CH3:38])[CH2:34]4)=[CH:31][CH:32]=3)(=[O:26])=[O:25])[CH2:20][CH2:19]2)[S:5][C:6]=1[C:7]([C:9]1[C:10]([F:16])=[CH:11][CH:12]=[CH:13][C:14]=1[F:15])=[O:8], predict the reactants needed to synthesize it. The reactants are: [NH2:1][C:2]1[N:3]=[C:4]([NH:17][CH:18]2[CH2:23][CH2:22][N:21]([S:24]([C:27]3[CH:32]=[CH:31][C:30]([CH:33]4[CH2:37][CH2:36][N:35]([CH3:38])[CH2:34]4)=[CH:29][CH:28]=3)(=[O:26])=[O:25])[CH2:20][CH2:19]2)[S:5][C:6]=1[C:7]([C:9]1[C:14]([F:15])=[CH:13][CH:12]=[CH:11][C:10]=1[F:16])=[O:8].[ClH:39]. (5) Given the product [C:1]([C:5]1[CH:9]=[C:8]([NH:10][C:11]([NH:13][C:14]2[C:23]3[C:18](=[CH:19][CH:20]=[CH:21][CH:22]=3)[C:17]([O:24][C:25]3[CH:30]=[CH:29][N:28]=[C:27]([N:42]4[CH2:46][CH2:45][CH2:44][C@@H:43]4[CH2:47][OH:48])[N:26]=3)=[CH:16][CH:15]=2)=[O:12])[N:7]([C:32]2[CH:37]=[CH:36][C:35]([P:38]([CH3:41])([CH3:40])=[O:39])=[CH:34][CH:33]=2)[N:6]=1)([CH3:4])([CH3:3])[CH3:2], predict the reactants needed to synthesize it. The reactants are: [C:1]([C:5]1[CH:9]=[C:8]([NH:10][C:11]([NH:13][C:14]2[C:23]3[C:18](=[CH:19][CH:20]=[CH:21][CH:22]=3)[C:17]([O:24][C:25]3[CH:30]=[CH:29][N:28]=[C:27](Cl)[N:26]=3)=[CH:16][CH:15]=2)=[O:12])[N:7]([C:32]2[CH:37]=[CH:36][C:35]([P:38]([CH3:41])([CH3:40])=[O:39])=[CH:34][CH:33]=2)[N:6]=1)([CH3:4])([CH3:3])[CH3:2].[NH:42]1[CH2:46][CH2:45][CH2:44][C@@H:43]1[CH2:47][OH:48].